From a dataset of NCI-60 drug combinations with 297,098 pairs across 59 cell lines. Regression. Given two drug SMILES strings and cell line genomic features, predict the synergy score measuring deviation from expected non-interaction effect. (1) Drug 1: CC1=C(C(=CC=C1)Cl)NC(=O)C2=CN=C(S2)NC3=CC(=NC(=N3)C)N4CCN(CC4)CCO. Drug 2: CC1CCC2CC(C(=CC=CC=CC(CC(C(=O)C(C(C(=CC(C(=O)CC(OC(=O)C3CCCCN3C(=O)C(=O)C1(O2)O)C(C)CC4CCC(C(C4)OC)OCCO)C)C)O)OC)C)C)C)OC. Cell line: SNB-75. Synergy scores: CSS=10.4, Synergy_ZIP=-4.25, Synergy_Bliss=-4.39, Synergy_Loewe=-3.26, Synergy_HSA=-3.46. (2) Drug 1: C1C(C(OC1N2C=C(C(=O)NC2=O)F)CO)O. Drug 2: N.N.Cl[Pt+2]Cl. Cell line: SN12C. Synergy scores: CSS=28.1, Synergy_ZIP=-6.08, Synergy_Bliss=-1.09, Synergy_Loewe=-7.67, Synergy_HSA=-8.19. (3) Drug 1: C1CC(=O)NC(=O)C1N2CC3=C(C2=O)C=CC=C3N. Drug 2: CC1C(C(=O)NC(C(=O)N2CCCC2C(=O)N(CC(=O)N(C(C(=O)O1)C(C)C)C)C)C(C)C)NC(=O)C3=C4C(=C(C=C3)C)OC5=C(C(=O)C(=C(C5=N4)C(=O)NC6C(OC(=O)C(N(C(=O)CN(C(=O)C7CCCN7C(=O)C(NC6=O)C(C)C)C)C)C(C)C)C)N)C. Cell line: PC-3. Synergy scores: CSS=7.52, Synergy_ZIP=0.181, Synergy_Bliss=4.68, Synergy_Loewe=5.14, Synergy_HSA=5.14. (4) Drug 1: CC1OCC2C(O1)C(C(C(O2)OC3C4COC(=O)C4C(C5=CC6=C(C=C35)OCO6)C7=CC(=C(C(=C7)OC)O)OC)O)O. Drug 2: CC1C(C(CC(O1)OC2CC(CC3=C2C(=C4C(=C3O)C(=O)C5=C(C4=O)C(=CC=C5)OC)O)(C(=O)C)O)N)O.Cl. Cell line: HCT-15. Synergy scores: CSS=56.7, Synergy_ZIP=1.44, Synergy_Bliss=4.20, Synergy_Loewe=4.50, Synergy_HSA=4.81. (5) Drug 1: CN(CCCl)CCCl.Cl. Drug 2: COC1=C2C(=CC3=C1OC=C3)C=CC(=O)O2. Cell line: MOLT-4. Synergy scores: CSS=68.0, Synergy_ZIP=-2.21, Synergy_Bliss=-4.05, Synergy_Loewe=-29.0, Synergy_HSA=-4.70.